Dataset: Full USPTO retrosynthesis dataset with 1.9M reactions from patents (1976-2016). Task: Predict the reactants needed to synthesize the given product. (1) Given the product [Br:1][C:2]1[CH:3]=[CH:4][C:5]2[S:9][C:8]([C:10]([O:12][C:20]([CH3:22])([CH3:21])[CH3:19])=[O:11])=[CH:7][C:6]=2[CH:13]=1, predict the reactants needed to synthesize it. The reactants are: [Br:1][C:2]1[CH:3]=[CH:4][C:5]2[S:9][C:8]([C:10]([OH:12])=[O:11])=[CH:7][C:6]=2[CH:13]=1.OS(O)(=O)=O.[CH3:19][C:20](=[CH2:22])[CH3:21]. (2) Given the product [C:11]1([C@H:9]([NH:8][CH2:7][CH:6]([C:17]2[CH:18]=[CH:19][C:20]([Br:23])=[CH:21][CH:22]=2)[CH2:5][OH:4])[CH3:10])[CH:16]=[CH:15][CH:14]=[CH:13][CH:12]=1, predict the reactants needed to synthesize it. The reactants are: C([O:4][CH2:5][CH:6]([C:17]1[CH:22]=[CH:21][C:20]([Br:23])=[CH:19][CH:18]=1)[CH2:7][NH:8][C@@H:9]([C:11]1[CH:16]=[CH:15][CH:14]=[CH:13][CH:12]=1)[CH3:10])(=O)C.[OH-].[Na+]. (3) Given the product [CH3:25][O:26][C:27](=[O:36])[CH2:28][C:29]1[CH:30]=[CH:31][C:32]([C:2]#[C:1][C:3]2[CH:12]=[C:11]([O:13][CH2:14][O:15][CH2:16][CH2:17][Si:18]([CH3:20])([CH3:19])[CH3:21])[C:10]3[C:9](=[O:22])[CH2:8][CH2:7][C:6]([CH3:24])([CH3:23])[C:5]=3[CH:4]=2)=[CH:33][CH:34]=1, predict the reactants needed to synthesize it. The reactants are: [C:1]([C:3]1[CH:4]=[C:5]2[C:10](=[C:11]([O:13][CH2:14][O:15][CH2:16][CH2:17][Si:18]([CH3:21])([CH3:20])[CH3:19])[CH:12]=1)[C:9](=[O:22])[CH2:8][CH2:7][C:6]2([CH3:24])[CH3:23])#[CH:2].[CH3:25][O:26][C:27](=[O:36])[CH2:28][C:29]1[CH:34]=[CH:33][C:32](I)=[CH:31][CH:30]=1.C(N(CC)CC)C.C(OCC)(=O)C. (4) Given the product [ClH:39].[CH3:38][S:35]([C:16]1[CH:15]=[C:14]([CH:11]2[CH2:10][CH2:9][NH:8][CH2:13][CH2:12]2)[CH:19]=[CH:18][C:17]=1[NH:20][S:21]([C:24]1[N:25]([CH3:34])[C:26]2[C:31]([CH:32]=1)=[CH:30][C:29]([F:33])=[CH:28][CH:27]=2)(=[O:22])=[O:23])(=[O:37])=[O:36], predict the reactants needed to synthesize it. The reactants are: C(OC([N:8]1[CH2:13][CH2:12][CH:11]([C:14]2[CH:19]=[CH:18][C:17]([NH:20][S:21]([C:24]3[N:25]([CH3:34])[C:26]4[C:31]([CH:32]=3)=[CH:30][C:29]([F:33])=[CH:28][CH:27]=4)(=[O:23])=[O:22])=[C:16]([S:35]([CH3:38])(=[O:37])=[O:36])[CH:15]=2)[CH2:10][CH2:9]1)=O)(C)(C)C.[ClH:39].C(OCC)(=O)C. (5) Given the product [CH2:1]([O:3][C:4](=[O:29])[CH2:5][C:6]1[N:7]=[C:8]([NH:11][C:12]([NH:14][C:15]2[CH:20]=[CH:19][C:18]([CH3:21])=[CH:17][C:16]=2[C:22]([CH:24]2[CH2:28][CH2:27][CH2:26][CH2:25]2)=[O:23])=[O:13])[S:9][C:10]=1[Cl:30])[CH3:2], predict the reactants needed to synthesize it. The reactants are: [CH2:1]([O:3][C:4](=[O:29])[CH2:5][C:6]1[N:7]=[C:8]([NH:11][C:12]([NH:14][C:15]2[CH:20]=[CH:19][C:18]([CH3:21])=[CH:17][C:16]=2[C:22]([CH:24]2[CH2:28][CH2:27][CH2:26][CH2:25]2)=[O:23])=[O:13])[S:9][CH:10]=1)[CH3:2].[Cl:30]N1C(=O)CCC1=O.